The task is: Regression. Given a peptide amino acid sequence and an MHC pseudo amino acid sequence, predict their binding affinity value. This is MHC class II binding data.. This data is from Peptide-MHC class II binding affinity with 134,281 pairs from IEDB. (1) The peptide sequence is GQWRGAAGTAAQAAV. The MHC is HLA-DPA10103-DPB10201 with pseudo-sequence HLA-DPA10103-DPB10201. The binding affinity (normalized) is 0.260. (2) The peptide sequence is KGSNPNYLALLVKYVNGDGD. The MHC is HLA-DQA10401-DQB10402 with pseudo-sequence HLA-DQA10401-DQB10402. The binding affinity (normalized) is 0.158.